Task: Predict the reaction yield, written as a fraction of the theoretical maximum amount of product (1.0 means a 100% yield; for example, 0.34 means a 34% yield).. Dataset: Reaction yield outcomes from USPTO patents with 853,638 reactions (1) The reactants are C[Si]([N-][Si](C)(C)C)(C)C.[K+].[Cl-].[CH3:12][O:13][CH2:14][P+](C1C=CC=CC=1)(C1C=CC=CC=1)C1C=CC=CC=1.[NH2:34][C:35]1[C:40]([C:41]([C:43]2[CH:48]=[CH:47][CH:46]=[CH:45][C:44]=2[O:49][CH3:50])=O)=[CH:39][C:38]([Br:51])=[CH:37][N:36]=1. The catalyst is C1COCC1. The product is [Br:51][C:38]1[CH:39]=[C:40]([C:41]([C:43]2[CH:48]=[CH:47][CH:46]=[CH:45][C:44]=2[O:49][CH3:50])=[CH:12][O:13][CH3:14])[C:35]([NH2:34])=[N:36][CH:37]=1. The yield is 0.840. (2) The reactants are [OH:1][C:2]1[CH:7]=[CH:6][C:5]([NH:8][C:9](=[O:11])[CH3:10])=[CH:4][C:3]=1[C:12]1[N:13]([CH3:17])[N:14]=[CH:15][CH:16]=1.C(=O)([O-])[O-].[Cs+].[Cs+].[CH3:24][O:25][CH2:26][CH2:27]Br. The catalyst is CN(C=O)C. The product is [CH3:24][O:25][CH2:26][CH2:27][O:1][C:2]1[CH:7]=[CH:6][C:5]([NH:8][C:9](=[O:11])[CH3:10])=[CH:4][C:3]=1[C:12]1[N:13]([CH3:17])[N:14]=[CH:15][CH:16]=1. The yield is 0.850. (3) The reactants are [OH:1][C:2]1[CH:3]=[C:4]([CH:9]=[CH:10][C:11]=1[C:12]#[C:13][Si](C)(C)C)[C:5]([O:7]C)=[O:6].C.CO.[OH-].[Na+]. The catalyst is CCO.CCN(CC)CC.[Cu]I. The product is [O:1]1[C:2]2[CH:3]=[C:4]([C:5]([OH:7])=[O:6])[CH:9]=[CH:10][C:11]=2[CH:12]=[CH:13]1. The yield is 0.930. (4) The reactants are [H][H].C([N:10](CC1C=CC=CC=1)[C@@H:11]([CH2:26][C:27]1[CH:32]=[CH:31][CH:30]=[CH:29][CH:28]=1)[C@@H:12]([C@H:14]1[CH2:18][CH2:17][CH2:16][N:15]1[C:19]([O:21][C:22]([CH3:25])([CH3:24])[CH3:23])=[O:20])[OH:13])C1C=CC=CC=1. The catalyst is CO.[OH-].[OH-].[Pd+2]. The product is [NH2:10][C@@H:11]([CH2:26][C:27]1[CH:28]=[CH:29][CH:30]=[CH:31][CH:32]=1)[C@@H:12]([C@H:14]1[CH2:18][CH2:17][CH2:16][N:15]1[C:19]([O:21][C:22]([CH3:24])([CH3:23])[CH3:25])=[O:20])[OH:13]. The yield is 0.990. (5) The reactants are Cl[C:2]1[C:7]([N+:8]([O-:10])=[O:9])=[CH:6][CH:5]=[C:4](Cl)[N:3]=1.CCN(C(C)C)C(C)C.[CH2:21]([NH2:28])[C:22]1[CH:27]=[CH:26][CH:25]=[CH:24][CH:23]=1.[CH3:29][N:30]1[CH2:35][CH2:34][NH:33][CH2:32][CH2:31]1. The catalyst is CN1C(=O)CCC1. The product is [CH2:21]([NH:28][C:2]1[C:7]([N+:8]([O-:10])=[O:9])=[CH:6][CH:5]=[C:4]([N:33]2[CH2:34][CH2:35][N:30]([CH3:29])[CH2:31][CH2:32]2)[N:3]=1)[C:22]1[CH:27]=[CH:26][CH:25]=[CH:24][CH:23]=1. The yield is 0.490. (6) The reactants are C1C=CC2N(O)N=NC=2C=1.CCN(C(C)C)C(C)C.CCN=C=NCCCN(C)C.Cl.Cl.[Br:33][C:34]1[CH:39]=[CH:38][CH:37]=[CH:36][C:35]=1[C:40]([N:42]1[CH2:47][CH2:46][NH:45][CH2:44][CH2:43]1)=[O:41].[C:48]1([C:62]2[CH:67]=[CH:66][CH:65]=[CH:64][CH:63]=2)[CH:53]=[CH:52][C:51]([NH:54][C:55](=[O:61])[CH:56]([CH3:60])[C:57](O)=[O:58])=[CH:50][CH:49]=1. The catalyst is CN(C=O)C.O. The product is [C:48]1([C:62]2[CH:63]=[CH:64][CH:65]=[CH:66][CH:67]=2)[CH:53]=[CH:52][C:51]([NH:54][C:55](=[O:61])[CH:56]([CH3:60])[C:57]([N:45]2[CH2:44][CH2:43][N:42]([C:40](=[O:41])[C:35]3[CH:36]=[CH:37][CH:38]=[CH:39][C:34]=3[Br:33])[CH2:47][CH2:46]2)=[O:58])=[CH:50][CH:49]=1. The yield is 0.730. (7) The reactants are [OH:1][C:2]1[CH:10]=[C:9]([NH:11][S:12]([C:15]2[C:19]([Cl:20])=[C:18]([Cl:21])[S:17][C:16]=2[Cl:22])(=[O:14])=[O:13])[CH:8]=[CH:7][C:3]=1[C:4]([OH:6])=[O:5].O[CH2:24][CH2:25][CH2:26][NH:27][C:28](=[O:34])[O:29][C:30]([CH3:33])([CH3:32])[CH3:31]. No catalyst specified. The product is [OH:1][C:2]1[CH:10]=[C:9]([NH:11][S:12]([C:15]2[C:19]([Cl:20])=[C:18]([Cl:21])[S:17][C:16]=2[Cl:22])(=[O:14])=[O:13])[CH:8]=[CH:7][C:3]=1[C:4]([O:6][CH2:24][CH2:25][CH2:26][NH:27][C:28]([O:29][C:30]([CH3:31])([CH3:33])[CH3:32])=[O:34])=[O:5]. The yield is 0.400. (8) The reactants are [CH2:1]([O:8][C:9]1[CH:19]=[CH:18][C:12](/[CH:13]=[CH:14]/[N+:15]([O-])=O)=[CH:11][C:10]=1[O:20][CH3:21])[C:2]1[CH:7]=[CH:6][CH:5]=[CH:4][CH:3]=1.[H-].[Al+3].[Li+].[H-].[H-].[H-]. The catalyst is O1CCCC1. The product is [CH2:1]([O:8][C:9]1[CH:19]=[CH:18][C:12]([CH2:13][CH2:14][NH2:15])=[CH:11][C:10]=1[O:20][CH3:21])[C:2]1[CH:7]=[CH:6][CH:5]=[CH:4][CH:3]=1. The yield is 0.850. (9) The reactants are [Br:1][C:2]1[N:3]=[C:4]([C:7]([C:9]2[CH:18]=[CH:17][C:12]3[NH:13][C:14](=[O:16])[S:15][C:11]=3[CH:10]=2)=[O:8])[S:5][CH:6]=1.[H-].[Na+].[CH3:21][Si:22]([CH3:29])([CH3:28])[CH2:23][CH2:24][O:25][CH2:26]Cl. The catalyst is O1CCCC1. The product is [Br:1][C:2]1[N:3]=[C:4]([C:7]([C:9]2[CH:18]=[CH:17][C:12]3[N:13]([CH2:26][O:25][CH2:24][CH2:23][Si:22]([CH3:29])([CH3:28])[CH3:21])[C:14](=[O:16])[S:15][C:11]=3[CH:10]=2)=[O:8])[S:5][CH:6]=1. The yield is 0.510.